Dataset: Reaction yield outcomes from USPTO patents with 853,638 reactions. Task: Predict the reaction yield, written as a fraction of the theoretical maximum amount of product (1.0 means a 100% yield; for example, 0.34 means a 34% yield). The reactants are [O:1]([C:8]1[CH:16]=[CH:15][CH:14]=[CH:13][C:9]=1[C:10]([OH:12])=[O:11])[C:2]1[CH:7]=[CH:6][CH:5]=[CH:4][CH:3]=1.[F:17][C:18]([F:32])([F:31])[C:19]1[CH:20]=[C:21]([CH:24]=[C:25]([C:27]([F:30])([F:29])[F:28])[CH:26]=1)[CH2:22]O.C1(N=C=NC2CCCCC2)CCCCC1. The catalyst is ClCCl.CN(C)C1C=CN=CC=1. The product is [F:17][C:18]([F:31])([F:32])[C:19]1[CH:20]=[C:21]([CH:24]=[C:25]([C:27]([F:30])([F:28])[F:29])[CH:26]=1)[CH2:22][O:11][C:10](=[O:12])[C:9]1[CH:13]=[CH:14][CH:15]=[CH:16][C:8]=1[O:1][C:2]1[CH:3]=[CH:4][CH:5]=[CH:6][CH:7]=1. The yield is 0.320.